From a dataset of Full USPTO retrosynthesis dataset with 1.9M reactions from patents (1976-2016). Predict the reactants needed to synthesize the given product. Given the product [Br:1][C:2]1[CH:3]=[C:4]([CH:23]=[CH:24][C:25]=1[CH3:26])[NH:5][C:6]1[C:15]2[C:10](=[CH:11][CH:12]=[CH:13][CH:14]=2)[C:9]([C:16]([C:17]2[CH:22]=[CH:21][N:20]=[CH:19][CH:18]=2)=[O:29])=[N:8][N:7]=1, predict the reactants needed to synthesize it. The reactants are: [Br:1][C:2]1[CH:3]=[C:4]([CH:23]=[CH:24][C:25]=1[CH3:26])[NH:5][C:6]1[C:15]2[C:10](=[CH:11][CH:12]=[CH:13][CH:14]=2)[C:9]([CH2:16][C:17]2[CH:22]=[CH:21][N:20]=[CH:19][CH:18]=2)=[N:8][N:7]=1.CS(C)=[O:29].